Dataset: Forward reaction prediction with 1.9M reactions from USPTO patents (1976-2016). Task: Predict the product of the given reaction. (1) Given the reactants [CH3:1][O:2][N:3]([CH3:22])[C:4](=[O:21])[C:5]1[CH:10]=[CH:9][C:8]([C:11]([F:14])([F:13])[F:12])=[N:7][C:6]=1[C:15]#[C:16][Si](C)(C)C.[OH-].[Na+], predict the reaction product. The product is: [C:15]([C:6]1[N:7]=[C:8]([C:11]([F:14])([F:12])[F:13])[CH:9]=[CH:10][C:5]=1[C:4]([N:3]([O:2][CH3:1])[CH3:22])=[O:21])#[CH:16]. (2) Given the reactants [Cl:1][C:2]1[C:3]([N+:13]([O-])=O)=[C:4]2[C:9](=[CH:10][CH:11]=1)[N+:8]([O-])=[CH:7][CH:6]=[CH:5]2.P(Cl)(Cl)([Cl:18])=O.[Cl-].[NH4+], predict the reaction product. The product is: [Cl:18][C:7]1[CH:6]=[CH:5][C:4]2[C:3]([NH2:13])=[C:2]([Cl:1])[CH:11]=[CH:10][C:9]=2[N:8]=1. (3) The product is: [NH2:1][C:2]1[C:7]([C:8]([NH:10][C:11]2[CH:16]=[CH:15][C:14]([OH:17])=[C:13]([F:19])[CH:12]=2)=[O:9])=[C:6]([Br:22])[N:5]=[CH:4][N:3]=1. Given the reactants [NH2:1][C:2]1[C:7]([C:8]([NH:10][C:11]2[CH:16]=[CH:15][C:14]([O:17]C)=[C:13]([F:19])[CH:12]=2)=[O:9])=[C:6](Cl)[N:5]=[CH:4][N:3]=1.B(Br)(Br)[Br:22], predict the reaction product.